This data is from Full USPTO retrosynthesis dataset with 1.9M reactions from patents (1976-2016). The task is: Predict the reactants needed to synthesize the given product. (1) Given the product [CH3:44][O:45][C:46](=[O:59])[CH:47]([NH:48][C:17]([C:15]1[CH:16]=[C:10]2[NH:9][C:8]([C:20]3[O:21][CH:22]=[CH:23][CH:24]=3)=[C:7]([CH:1]3[CH2:6][CH2:5][CH2:4][CH2:3][CH2:2]3)[C:12](=[O:13])[N:11]2[N:14]=1)=[O:18])[CH2:33][C:31]1[NH:28][C:25]2[C:26]([CH:32]=1)=[CH:41][CH:42]=[CH:37][CH:27]=2, predict the reactants needed to synthesize it. The reactants are: [CH:1]1([C:7]2[C:12](=[O:13])[N:11]3[N:14]=[C:15]([C:17](O)=[O:18])[CH:16]=[C:10]3[NH:9][C:8]=2[C:20]2[O:21][CH:22]=[CH:23][CH:24]=2)[CH2:6][CH2:5][CH2:4][CH2:3][CH2:2]1.[CH:25]([N:28]([CH:31]([CH3:33])[CH3:32])CC)([CH3:27])[CH3:26].CN([C:37]1[CH:42]=[CH:41]C=CN=1)C.Cl.[CH3:44][O:45][C:46](=[O:59])[C@H:47](CC1C2C(=CC=CC=2)NC=1)[NH2:48]. (2) Given the product [F:21][C:18]1[CH:17]=[CH:16][C:15]([CH2:14][C:11]2[CH:12]=[C:13]3[C:8]([C:7]([OH:22])=[C:6]([C:23]([NH:25][C:26]([CH3:29])([CH3:30])[CH2:27][OH:28])=[O:24])[C:5](=[O:31])[N:4]3[CH2:3][CH2:2][NH:1][C:38]([N:32]3[CH2:37][CH2:36][O:35][CH2:34][CH2:33]3)=[O:39])=[N:9][CH:10]=2)=[CH:20][CH:19]=1, predict the reactants needed to synthesize it. The reactants are: [NH2:1][CH2:2][CH2:3][N:4]1[C:13]2[C:8](=[N:9][CH:10]=[C:11]([CH2:14][C:15]3[CH:20]=[CH:19][C:18]([F:21])=[CH:17][CH:16]=3)[CH:12]=2)[C:7]([OH:22])=[C:6]([C:23]([NH:25][C:26]([CH3:30])([CH3:29])[CH2:27][OH:28])=[O:24])[C:5]1=[O:31].[N:32]1([C:38](Cl)=[O:39])[CH2:37][CH2:36][O:35][CH2:34][CH2:33]1.